Dataset: Catalyst prediction with 721,799 reactions and 888 catalyst types from USPTO. Task: Predict which catalyst facilitates the given reaction. (1) Product: [NH2:18][C:16]1[CH:17]=[C:9]([O:8][CH2:7][CH2:6][CH2:5][S:2]([CH3:1])(=[O:4])=[O:3])[CH:10]=[C:11]2[C:15]=1[NH:14][C:13]([C:21]([O:23][CH2:24][CH3:25])=[O:22])=[CH:12]2. The catalyst class is: 481. Reactant: [CH3:1][S:2]([CH2:5][CH2:6][CH2:7][O:8][C:9]1[CH:10]=[C:11]2[C:15](=[C:16]([N+:18]([O-])=O)[CH:17]=1)[NH:14][C:13]([C:21]([O:23][CH2:24][CH3:25])=[O:22])=[CH:12]2)(=[O:4])=[O:3]. (2) Reactant: [CH:1]1([NH:4][C:5](=[N:14][OH:15])[C:6]2[CH:11]=[CH:10][CH:9]=[C:8]([I:12])[C:7]=2F)[CH2:3][CH2:2]1.N12CCCN=C1CCCCC2. Product: [CH:1]1([NH:4][C:5]2[C:6]3[CH:11]=[CH:10][CH:9]=[C:8]([I:12])[C:7]=3[O:15][N:14]=2)[CH2:3][CH2:2]1. The catalyst class is: 7. (3) Reactant: Cl.Cl[CH2:3][C:4]1[N:5]([CH2:9][C:10]2[CH:15]=[C:14]([Cl:16])[CH:13]=[C:12]([Cl:17])[CH:11]=2)[CH:6]=[CH:7][N:8]=1.[C:18]1([CH:25]=[CH:24][CH:23]=[C:21]([OH:22])[CH:20]=1)[OH:19].C([O-])([O-])=O.[K+].[K+].Cl. The catalyst class is: 374. Product: [Cl:17][C:12]1[CH:11]=[C:10]([CH:15]=[C:14]([Cl:16])[CH:13]=1)[CH2:9][N:5]1[CH:6]=[CH:7][N:8]=[C:4]1[CH2:3][O:19][C:18]1[CH:20]=[C:21]([OH:22])[CH:23]=[CH:24][CH:25]=1.